Dataset: Full USPTO retrosynthesis dataset with 1.9M reactions from patents (1976-2016). Task: Predict the reactants needed to synthesize the given product. (1) The reactants are: [C:1]([C:5]1[CH:10]=[C:9]([F:11])[C:8]([CH3:12])=[CH:7][C:6]=1[O:13][CH2:14][O:15][CH3:16])([CH3:4])([CH3:3])[CH3:2].[Li]CCCC.[C:22](=[O:24])=[O:23]. Given the product [C:1]([C:5]1[C:6]([O:13][CH2:14][O:15][CH3:16])=[C:7]([C:8]([CH3:12])=[C:9]([F:11])[CH:10]=1)[C:22]([OH:24])=[O:23])([CH3:4])([CH3:2])[CH3:3], predict the reactants needed to synthesize it. (2) Given the product [C:3]([O:7][C:8]([N:10]1[CH2:15][CH2:14][O:13][CH2:12][C@@H:11]1[CH2:16][O:17][C:28]([N:30]1[CH2:31][CH2:32][N:33]([C:36]2[CH:41]=[CH:40][C:39]([F:42])=[CH:38][CH:37]=2)[CH2:34][CH2:35]1)=[O:27])=[O:9])([CH3:6])([CH3:5])[CH3:4], predict the reactants needed to synthesize it. The reactants are: [H-].[Na+].[C:3]([O:7][C:8]([N:10]1[CH2:15][CH2:14][O:13][CH2:12][C@H:11]1[CH2:16][OH:17])=[O:9])([CH3:6])([CH3:5])[CH3:4].[N+](C1C=CC([O:27][C:28]([N:30]2[CH2:35][CH2:34][N:33]([C:36]3[CH:41]=[CH:40][C:39]([F:42])=[CH:38][CH:37]=3)[CH2:32][CH2:31]2)=O)=CC=1)([O-])=O.C([O-])(O)=O.[Na+]. (3) The reactants are: C(S([O-])(=O)=O)(F)(F)F.C(S([O-])(=O)=O)(F)(F)F.C(S([O-])(=O)=O)(F)(F)F.[Yb+3].[CH3:26][C:27]1[O:31][N:30]=[C:29]([C:32]2[CH:37]=[CH:36][C:35]([NH2:38])=[CH:34][CH:33]=2)[N:28]=1.[F:39][C:40]1[C:49]2[O:48][CH2:47][CH2:46][O:45][C:44]=2[C:43]([O:50][CH3:51])=[CH:42][C:41]=1[CH:52]=O.C[Si]([C:58]#[N:59])(C)C. Given the product [F:39][C:40]1[C:49]2[O:48][CH2:47][CH2:46][O:45][C:44]=2[C:43]([O:50][CH3:51])=[CH:42][C:41]=1[CH:52]([NH:38][C:35]1[CH:36]=[CH:37][C:32]([C:29]2[N:28]=[C:27]([CH3:26])[O:31][N:30]=2)=[CH:33][CH:34]=1)[C:58]#[N:59], predict the reactants needed to synthesize it. (4) The reactants are: [F:1][C:2]([C:5]1[S:9][N:8]=[C:7]([C:10]2[CH:15]=[CH:14][C:13]([CH2:16][CH3:17])=[CH:12][CH:11]=2)[C:6]=1[C:18](OCC)=[O:19])([F:4])[CH3:3].CC(C[AlH]CC(C)C)C. Given the product [F:1][C:2]([C:5]1[S:9][N:8]=[C:7]([C:10]2[CH:15]=[CH:14][C:13]([CH2:16][CH3:17])=[CH:12][CH:11]=2)[C:6]=1[CH2:18][OH:19])([F:4])[CH3:3], predict the reactants needed to synthesize it. (5) Given the product [Br:1][C:2]1[CH:7]=[C:6]([CH2:8][C:9]([CH3:12])([CH3:11])[CH3:10])[CH:5]=[CH:4][C:3]=1[CH2:13][CH:14]([CH3:18])[C:15]([Cl:21])=[O:16], predict the reactants needed to synthesize it. The reactants are: [Br:1][C:2]1[CH:7]=[C:6]([CH2:8][C:9]([CH3:12])([CH3:11])[CH3:10])[CH:5]=[CH:4][C:3]=1[CH2:13][CH:14]([CH3:18])[C:15](O)=[O:16].S(Cl)([Cl:21])=O. (6) Given the product [Cl:1][C:2]1[CH:7]=[C:6]([Cl:8])[CH:5]=[CH:4][C:3]=1[C:9]1[C:10]2[CH2:22][N:21]([C:23]([O:25][C:26]([CH3:29])([CH3:28])[CH3:27])=[O:24])[CH2:20][CH2:19][C:11]=2[N:12]=[C:13]([NH:30][CH2:31][CH2:32][NH:33][C:34]2[CH:39]=[CH:38][C:37]([C:40]#[N:41])=[CH:36][N:35]=2)[N:14]=1, predict the reactants needed to synthesize it. The reactants are: [Cl:1][C:2]1[CH:7]=[C:6]([Cl:8])[CH:5]=[CH:4][C:3]=1[C:9]1[C:10]2[CH2:22][N:21]([C:23]([O:25][C:26]([CH3:29])([CH3:28])[CH3:27])=[O:24])[CH2:20][CH2:19][C:11]=2[N:12]=[C:13](S(C)(=O)=O)[N:14]=1.[NH2:30][CH2:31][CH2:32][NH:33][C:34]1[CH:39]=[CH:38][C:37]([C:40]#[N:41])=[CH:36][N:35]=1. (7) Given the product [CH:41]1([CH2:44][N:15]2[CH2:20][CH2:19][CH:18]([O:21][C:22]3[CH:23]=[CH:24][C:25]([NH:28][C:29]([CH:31]4[CH2:34][N:33]([C:35]5[CH:36]=[N:37][CH:38]=[CH:39][CH:40]=5)[CH2:32]4)=[O:30])=[CH:26][CH:27]=3)[CH2:17][CH2:16]2)[CH2:43][CH2:42]1, predict the reactants needed to synthesize it. The reactants are: FC(F)(F)C(O)=O.FC(F)(F)C(O)=O.[NH:15]1[CH2:20][CH2:19][CH:18]([O:21][C:22]2[CH:27]=[CH:26][C:25]([NH:28][C:29]([CH:31]3[CH2:34][N:33]([C:35]4[CH:36]=[N:37][CH:38]=[CH:39][CH:40]=4)[CH2:32]3)=[O:30])=[CH:24][CH:23]=2)[CH2:17][CH2:16]1.[CH:41]1([CH:44]=O)[CH2:43][CH2:42]1.C(O)(=O)C.C([BH3-])#N.